Regression. Given a target protein amino acid sequence and a drug SMILES string, predict the binding affinity score between them. We predict pIC50 (pIC50 = -log10(IC50 in M); higher means more potent). Dataset: bindingdb_ic50. From a dataset of Drug-target binding data from BindingDB using IC50 measurements. (1) The drug is O=C1Nc2ccc(Br)cc2/C1=C1/SC(=S)N(c2cccc(Cl)c2)C1=O. The target protein (Q9RI12) has sequence MKSVKIMGTMPPSISLAKAHERISQHWQNPVGELNIGGKRYRIIDNQVLRLNPHSGFSLFREGVGKIFSGKMFNFSIARNLTDTLHAAQKTTSQELRSDIPNALSNLFGAKPQTELPLGWKGEPLSGAPDLEGMRVAETDKFAEGESHISIIETKDKQRLVAKIERSIAEGHLFAELEAYKHIYKTAGKHPNLANVHGMAVVPYGNRKEEALLMDEVDGWRCSDTLRTLADSWKQGKINSEAYWGTIKFIAHRLLDVTNHLAKAGVVHNDIKPGNVVFDRASGEPVVIDLGLHSRSGEQPKGFTESFKAPELGVGNLGASEKSDVFLVVSTLLHCIEGFEKNPEIKPNQGLRFITSEPAHVMDENGYPIHRPGIAGVETAYTRFITDILGVSADSRPDSNEARLHEFLSDGTIDEESAKQILKDTLTGEMSPLSTDVRRITPKKLRELSDLLRTHLSSAATKQLDMGGVLSDLDTMLVALDKAEREGGVDKDQLKSFNSL.... The pIC50 is 5.7. (2) The compound is Oc1ccc(-c2cnc3[nH]cc(-c4ccc(O)c(O)c4)c3c2)cc1O. The target protein (Q63470) has sequence MHTGGETSACKPSSVRLAPSFSFHAAGLQMAAQMPHSHQYSDRRQPNISDQQVSALSYSDQIQQPLTNQVMPDIVMLQRRMPQTFRDPATAPLRKLSVDLIKTYKHINEVYYAKKKRRHQQGQGDDSSHKKERKVYNDGYDDDNYDYIVKNGEKWMDRYEIDSLIGKGSFGQVVKAYDRVEQEWVAIKIIKNKKAFLNQAQIEVRLLELMNKHDTEMKYYIVHLKRHFMFRNHLCLVFEMLSYNLYDLLRNTNFRGVSLNLTRKFAQQMCTALLFLATPELSIIHCDLKPENILLCNPKRSAIKIVDFGSSCQLGQRIYQYIQSRFYRSPEVLLGMPYDLAIDMWSLGCILVEMHTGEPLFSGANEVDQMNKIVEVLGIPPAHILDQAPKARKFFEKLPDGTWSLKKTKDGKREYKPPGTRKLHNILGVETGGPGGRRAGESGHTVADYLKFKDLILRMLDYDPKTRIQPYYALQHSFFKKTADEGTNTSNSVSTSPAME.... The pIC50 is 7.5. (3) The small molecule is CCCC[C@]1([C@H](/C=C/C(C)=C/C(=O)O)OC)CC[C@]2(CC[C@H](C)[C@@H](C/C=C(C)/C=C/[C@H](O)[C@@H](C)/C=C/C(=O)O)O2)O1. The target protein sequence is MQTSLGNFVTTTGISSTRTPRPRRESVYFDLIKLKIFHQITQENPGSRNI. The pIC50 is 6.0. (4) The drug is COC(=O)/C=C1/C(=O)N2C(C(=O)OC(c3ccccc3)c3ccccc3)=C(COC(C)=O)CS(=O)(=O)C12. The target protein (P08419) has sequence MIRALLLSTLVAGALSCGLPANLPQLPRVVGGEDARPNSWPWQVSLQYDSSGQWRHTCGGTLVDQSWVLTAAHCISSSRTYRVVLGRHSLSTNEPGSLAVKVSKLVVHQDWNSNQLSNGNDIALLKLASPVSLTDKIQLGCLPAAGTILPNNYVCYVTGWGRLQTNGASPDILQQGQLLVVDYATCSKPGWWGSTVKTNMICAGGDGIISSCNGDSGGPLNCQGANGQWQVHGIVSFGSSLGCNYYHKPSVFTRVSNYIDWINSVIANN. The pIC50 is 2.0. (5) The drug is CCCCCCCCCCOc1ccc(OCCCOc2ccc(C(=O)O)cc2)cc1. The target protein (P0C869) has sequence MAVAEVSRTCLLTVRVLQAHRLPSKDLVTPSDCYVTLWLPTACSHRLQTRTVKNSSSPVWNQSFHFRIHRQLKNVMELKVFDQDLVTGDDPVLSVLFDAGTLRAGEFRRESFSLSPQGEGRLEVEFRLQSLADRGEWLVSNGVLVARELSCLHVQLEETGDQKSSEHRVQLVVPGSCEGPQEASVGTGTFRFHCPACWEQELSIRLQDAPEEQLKAPLSALPSGQVVRLVFPTSQEPLMRVELKKEAGLRELAVRLGFGPCAEEQAFLSRRKQVVAAALRQALQLDGDLQEDEIPVVAIMATGGGIRAMTSLYGQLAGLKELGLLDCVSYITGASGSTWALANLYEDPEWSQKDLAGPTELLKTQVTKNKLGVLAPSQLQRYRQELAERARLGYPSCFTNLWALINEALLHDEPHDHKLSDQREALSHGQNPLPIYCALNTKGQSLTTFEFGEWCEFSPYEVGFPKYGAFIPSELFGSEFFMGQLMKRLPESRICFLEGI.... The pIC50 is 4.6. (6) The compound is NCc1ccc(C(=O)c2ccc3c(-c4ccc(OCC(=O)O)cc4)nocc2-3)cc1. The target protein (P36873) has sequence MADLDKLNIDSIIQRLLEVRGSKPGKNVQLQENEIRGLCLKSREIFLSQPILLELEAPLKICGDIHGQYYDLLRLFEYGGFPPESNYLFLGDYVDRGKQSLETICLLLAYKIKYPENFFLLRGNHECASINRIYGFYDECKRRYNIKLWKTFTDCFNCLPIAAIVDEKIFCCHGGLSPDLQSMEQIRRIMRPTDVPDQGLLCDLLWSDPDKDVLGWGENDRGVSFTFGAEVVAKFLHKHDLDLICRAHQVVEDGYEFFAKRQLVTLFSAPNYCGEFDNAGAMMSVDETLMCSFQILKPAEKKKPNATRPVTPPRGMITKQAKK. The pIC50 is 5.9. (7) The drug is O=C(NCc1cccc(Cl)c1)C1=C2NS(=O)(=O)C=CN2C=CC1. The target protein (P9WQA3) has sequence MPIATPEVYAEMLGQAKQNSYAFPAINCTSSETVNAAIKGFADAGSDGIIQFSTGGAEFGSGLGVKDMVTGAVALAEFTHVIAAKYPVNVALHTDHCPKDKLDSYVRPLLAISAQRVSKGGNPLFQSHMWDGSAVPIDENLAIAQELLKAAAAAKIILEIEIGVVGGEEDGVANEINEKLYTSPEDFEKTIEALGAGEHGKYLLAATFGNVHGVYKPGNVKLRPDILAQGQQVAAAKLGLPADAKPFDFVFHGGSGSLKSEIEEALRYGVVKMNVDTDTQYAFTRPIAGHMFTNYDGVLKVDGEVGVKKVYDPRSYLKKAEASMSQRVVQACNDLHCAGKSLTH. The pIC50 is 5.6.